This data is from Reaction yield outcomes from USPTO patents with 853,638 reactions. The task is: Predict the reaction yield, written as a fraction of the theoretical maximum amount of product (1.0 means a 100% yield; for example, 0.34 means a 34% yield). (1) The reactants are [CH3:1][N:2]([CH3:20])[S:3]([C:6]1[CH:16]=[C:15]([N+:17]([O-])=O)[C:9]2[N:10]=[C:11]([CH3:14])[N:12]([CH3:13])[C:8]=2[CH:7]=1)(=[O:5])=[O:4]. The catalyst is CO.C(O)(=O)C.[Fe]. The product is [CH3:20][N:2]([CH3:1])[S:3]([C:6]1[CH:16]=[C:15]([NH2:17])[C:9]2[N:10]=[C:11]([CH3:14])[N:12]([CH3:13])[C:8]=2[CH:7]=1)(=[O:4])=[O:5]. The yield is 0.920. (2) The reactants are Cl.[NH2:2][C:3]1[C:11]([OH:12])=[C:10]2[C:6]([CH2:7][CH2:8][CH:9]2[CH2:13][CH2:14][NH:15][C:16](=[O:18])[CH3:17])=[CH:5][CH:4]=1.[C:19](O[C:19](=[O:22])[CH2:20][CH3:21])(=[O:22])[CH2:20][CH3:21].O. The catalyst is N1C=CC=CC=1. The product is [C:16]([NH:15][CH2:14][CH2:13][CH:9]1[C:10]2[C:6](=[CH:5][CH:4]=[C:3]([NH:2][C:19](=[O:22])[CH2:20][CH3:21])[C:11]=2[OH:12])[CH2:7][CH2:8]1)(=[O:18])[CH3:17]. The yield is 0.880. (3) The reactants are Br.[F:2][C:3]1[CH:8]=[C:7]([F:9])[CH:6]=[CH:5][C:4]=1[C:10](=O)[CH2:11][N:12]1[CH:16]=[CH:15][O:14][C:13]1=[NH:17].[OH-].[Na+]. The catalyst is O. The product is [F:2][C:3]1[CH:8]=[C:7]([F:9])[CH:6]=[CH:5][C:4]=1[C:10]1[N:17]=[C:13]2[N:12]([CH:11]=1)[CH:16]=[CH:15][O:14]2. The yield is 0.690. (4) The reactants are [CH3:1][O:2][C:3]1[CH:8]=[CH:7][C:6]([S:9][CH2:10][C:11](O)=O)=[CH:5][CH:4]=1.COC1C=CC(S)=CC=1.BrCC[CH2:26][CH2:27][CH2:28][C:29]([O:31]CC)=[O:30].[OH-].[K+]. The catalyst is C(O)C. The product is [CH3:1][O:2][C:3]1[CH:4]=[CH:5][C:6]([S:9][CH2:10][CH2:11][CH2:26][CH2:27][CH2:28][C:29]([OH:31])=[O:30])=[CH:7][CH:8]=1. The yield is 0.800. (5) The reactants are [CH3:1][O:2][C:3]1[CH:11]=[C:10]2[C:6]([C:7]([C:13]([OH:15])=O)=[CH:8][N:9]2[CH3:12])=[CH:5][CH:4]=1.C(Cl)(=O)C(Cl)=O.[CH3:22][NH2:23]. No catalyst specified. The product is [CH3:22][NH:23][C:13]([C:7]1[C:6]2[C:10](=[CH:11][C:3]([O:2][CH3:1])=[CH:4][CH:5]=2)[N:9]([CH3:12])[CH:8]=1)=[O:15]. The yield is 0.450.